Dataset: TCR-epitope binding with 47,182 pairs between 192 epitopes and 23,139 TCRs. Task: Binary Classification. Given a T-cell receptor sequence (or CDR3 region) and an epitope sequence, predict whether binding occurs between them. (1) The epitope is FLNGSCGSV. The TCR CDR3 sequence is CASSAETGTLSGEQYF. Result: 1 (the TCR binds to the epitope). (2) The epitope is VLWAHGFEL. The TCR CDR3 sequence is CASSLGGTGGYGYTF. Result: 1 (the TCR binds to the epitope). (3) The epitope is DATYQRTRALVR. The TCR CDR3 sequence is CASSLDLPGPEGETQYF. Result: 1 (the TCR binds to the epitope). (4) The epitope is DPFRLLQNSQVFS. The TCR CDR3 sequence is CASRISGTGSHEQFF. Result: 1 (the TCR binds to the epitope). (5) The epitope is KLSYGIATV. The TCR CDR3 sequence is CASSQLALNTGELFF. Result: 1 (the TCR binds to the epitope). (6) The epitope is AVFDRKSDAK. The TCR CDR3 sequence is CASSETSGQETQYF. Result: 1 (the TCR binds to the epitope).